This data is from Catalyst prediction with 721,799 reactions and 888 catalyst types from USPTO. The task is: Predict which catalyst facilitates the given reaction. (1) Reactant: [Cl:1][C:2]1[CH:7]=[CH:6][C:5]([C:8]2[CH:13]=[CH:12][CH:11]=[C:10]([O:14][CH2:15][CH2:16][N:17]([CH3:19])[CH3:18])[C:9]=2[CH2:20][N:21]2[CH2:26][CH2:25][N:24](C(OC(C)(C)C)=O)[CH2:23][CH2:22]2)=[CH:4][CH:3]=1.[F:34][C:35]([F:40])([F:39])[C:36]([OH:38])=[O:37]. Product: [Cl:1][C:2]1[CH:7]=[CH:6][C:5]([C:8]2[CH:13]=[CH:12][CH:11]=[C:10]([O:14][CH2:15][CH2:16][N:17]([CH3:19])[CH3:18])[C:9]=2[CH2:20][N:21]2[CH2:22][CH2:23][NH:24][CH2:25][CH2:26]2)=[CH:4][CH:3]=1.[F:34][C:35]([F:40])([F:39])[C:36]([OH:38])=[O:37]. The catalyst class is: 4. (2) Reactant: [CH2:1]([O:4][C:5](=[O:25])[CH2:6][CH2:7][C@H:8]([NH:15][C:16]([C:18]1[CH:23]=[CH:22][C:21](I)=[CH:20][CH:19]=1)=[O:17])[CH2:9][O:10][CH2:11][O:12][CH2:13][CH3:14])[CH:2]=[CH2:3].[Cu](C#N)[C:27]#[N:28]. Product: [CH2:1]([O:4][C:5](=[O:25])[CH2:6][CH2:7][C@H:8]([NH:15][C:16]([C:18]1[CH:23]=[CH:22][C:21]([C:27]#[N:28])=[CH:20][CH:19]=1)=[O:17])[CH2:9][O:10][CH2:11][O:12][CH2:13][CH3:14])[CH:2]=[CH2:3]. The catalyst class is: 248. (3) Reactant: [BH4-].[Na+].[Br:3][C:4]1[CH:5]=[C:6]([C:10](=[O:13])[CH2:11][CH3:12])[CH:7]=[CH:8][CH:9]=1.O. Product: [Br:3][C:4]1[CH:5]=[C:6]([CH:10]([OH:13])[CH2:11][CH3:12])[CH:7]=[CH:8][CH:9]=1. The catalyst class is: 5. (4) Reactant: [CH3:1][O:2][C:3]1[C:4]([O:24][CH3:25])=[CH:5][C:6]2[C:7]([C:16]3[CH:21]=[CH:20][C:19]([O:22][CH3:23])=[CH:18][CH:17]=3)=[C:8]3[CH2:15][NH:14][CH2:13][CH2:12][N:9]3[C:10]=2[CH:11]=1.CN1CCOCC1.[CH3:33][S:34](O[S:34]([CH3:33])(=[O:36])=[O:35])(=[O:36])=[O:35]. Product: [CH3:33][S:34]([N:14]1[CH2:13][CH2:12][N:9]2[C:10]3[CH:11]=[C:3]([O:2][CH3:1])[C:4]([O:24][CH3:25])=[CH:5][C:6]=3[C:7]([C:16]3[CH:17]=[CH:18][C:19]([O:22][CH3:23])=[CH:20][CH:21]=3)=[C:8]2[CH2:15]1)(=[O:36])=[O:35]. The catalyst class is: 4. (5) Product: [C:1]([O:5][C:6]([NH:7][C:8]1[CH:13]=[CH:12][CH:11]=[CH:10][C:9]=1[CH2:14][O:15][S:25]([CH3:24])(=[O:27])=[O:26])=[O:16])([CH3:4])([CH3:2])[CH3:3]. The catalyst class is: 25. Reactant: [C:1]([O:5][C:6](=[O:16])[NH:7][C:8]1[CH:13]=[CH:12][CH:11]=[CH:10][C:9]=1[CH2:14][OH:15])([CH3:4])([CH3:3])[CH3:2].CCN(CC)CC.[CH3:24][S:25](Cl)(=[O:27])=[O:26].Cl. (6) Reactant: [CH2:1]([O:3][C:4]1[CH:9]=[C:8](/[CH:10]=[CH:11]/[C:12]([O:14]C)=[O:13])[CH:7]=[CH:6][C:5]=1[C:16]1[CH:21]=[CH:20][C:19]([O:22][CH3:23])=[CH:18][CH:17]=1)[CH3:2].[OH-].[K+]. Product: [CH2:1]([O:3][C:4]1[CH:9]=[C:8](/[CH:10]=[CH:11]/[C:12]([OH:14])=[O:13])[CH:7]=[CH:6][C:5]=1[C:16]1[CH:17]=[CH:18][C:19]([O:22][CH3:23])=[CH:20][CH:21]=1)[CH3:2]. The catalyst class is: 24. (7) The catalyst class is: 26. Product: [C:13]1([CH3:21])[CH:18]=[CH:17][C:16]([CH:19]2[C:5]3[NH:6][C:7]4[C:12](=[CH:11][CH:10]=[CH:9][CH:8]=4)[C:4]=3[CH2:3][CH2:2][NH:1]2)=[CH:15][CH:14]=1. Reactant: [NH2:1][CH2:2][CH2:3][C:4]1[C:12]2[C:7](=[CH:8][CH:9]=[CH:10][CH:11]=2)[NH:6][CH:5]=1.[C:13]1([CH3:21])[CH:18]=[CH:17][C:16]([CH:19]=O)=[CH:15][CH:14]=1.FC(F)(F)C(O)=O.